Dataset: Reaction yield outcomes from USPTO patents with 853,638 reactions. Task: Predict the reaction yield, written as a fraction of the theoretical maximum amount of product (1.0 means a 100% yield; for example, 0.34 means a 34% yield). The reactants are C([O:8][C:9]1[CH:10]=[C:11]([CH:16]=[C:17]([O:19][C:20]2[CH:25]=[CH:24][C:23]([C:26]3[O:27][C:28]([CH3:31])=[N:29][N:30]=3)=[CH:22][CH:21]=2)[CH:18]=1)[C:12]([O:14][CH3:15])=[O:13])C1C=CC=CC=1.[H][H]. The catalyst is C(O)(=O)C.[Pd]. The product is [OH:8][C:9]1[CH:10]=[C:11]([CH:16]=[C:17]([O:19][C:20]2[CH:21]=[CH:22][C:23]([C:26]3[O:27][C:28]([CH3:31])=[N:29][N:30]=3)=[CH:24][CH:25]=2)[CH:18]=1)[C:12]([O:14][CH3:15])=[O:13]. The yield is 0.700.